This data is from Forward reaction prediction with 1.9M reactions from USPTO patents (1976-2016). The task is: Predict the product of the given reaction. Given the reactants [CH3:1][C:2]1[C:6]([C:7]([OH:9])=O)=[CH:5][O:4][N:3]=1.O1CCCC1.C(Cl)(=O)C(Cl)=O.[NH2:21][C:22]1[CH:23]=[C:24]([CH:41]=[CH:42][C:43]=1[F:44])[O:25][C:26]1[CH:27]=[CH:28][C:29]2[N:30]([CH:32]=[C:33]([NH:35][C:36]([CH:38]3[CH2:40][CH2:39]3)=[O:37])[N:34]=2)[N:31]=1, predict the reaction product. The product is: [CH:38]1([C:36]([NH:35][C:33]2[N:34]=[C:29]3[CH:28]=[CH:27][C:26]([O:25][C:24]4[CH:41]=[CH:42][C:43]([F:44])=[C:22]([NH:21][C:7]([C:6]5[C:2]([CH3:1])=[N:3][O:4][CH:5]=5)=[O:9])[CH:23]=4)=[N:31][N:30]3[CH:32]=2)=[O:37])[CH2:39][CH2:40]1.